Dataset: Peptide-MHC class II binding affinity with 134,281 pairs from IEDB. Task: Regression. Given a peptide amino acid sequence and an MHC pseudo amino acid sequence, predict their binding affinity value. This is MHC class II binding data. (1) The peptide sequence is REKKLSEFGKAKGSR. The MHC is HLA-DQA10501-DQB10303 with pseudo-sequence HLA-DQA10501-DQB10303. The binding affinity (normalized) is 0.301. (2) The peptide sequence is SHHYIRVGNETGLEL. The MHC is DRB1_0301 with pseudo-sequence DRB1_0301. The binding affinity (normalized) is 0.235.